Dataset: Full USPTO retrosynthesis dataset with 1.9M reactions from patents (1976-2016). Task: Predict the reactants needed to synthesize the given product. (1) Given the product [Br:1][C:2]1[CH:11]=[CH:10][CH:9]=[C:8]2[C:3]=1[CH2:4][CH2:5][N:6]([C:23]([NH:22][C:25]([CH3:28])([CH3:27])[CH3:26])=[O:24])[CH:7]2[C:12]1[CH:17]=[CH:16][C:15]([C:18]([F:19])([F:20])[F:21])=[CH:14][CH:13]=1, predict the reactants needed to synthesize it. The reactants are: [Br:1][C:2]1[CH:11]=[CH:10][CH:9]=[C:8]2[C:3]=1[CH2:4][CH2:5][NH:6][CH:7]2[C:12]1[CH:17]=[CH:16][C:15]([C:18]([F:21])([F:20])[F:19])=[CH:14][CH:13]=1.[N:22]([C:25]([CH3:28])([CH3:27])[CH3:26])=[C:23]=[O:24]. (2) Given the product [Si:1]([O:8][CH:9]1[CH2:14][CH2:13][N:12]([C:15]([C:22]2[CH:23]=[CH:24][CH:25]=[CH:26][CH:27]=2)([C:28]2[CH:29]=[CH:30][CH:31]=[CH:32][CH:33]=2)[C:16]2[CH:17]=[CH:18][CH:19]=[CH:20][CH:21]=2)[CH2:11]/[C:10]/1=[CH:34]\[C:35]1[O:36][CH:48]=[N:47][CH:46]=1)([C:4]([CH3:7])([CH3:6])[CH3:5])([CH3:3])[CH3:2], predict the reactants needed to synthesize it. The reactants are: [Si:1]([O:8][CH:9]1[CH2:14][CH2:13][N:12]([C:15]([C:28]2[CH:33]=[CH:32][CH:31]=[CH:30][CH:29]=2)([C:22]2[CH:27]=[CH:26][CH:25]=[CH:24][CH:23]=2)[C:16]2[CH:21]=[CH:20][CH:19]=[CH:18][CH:17]=2)[CH2:11]/[C:10]/1=[CH:34]\[CH:35]=[O:36])([C:4]([CH3:7])([CH3:6])[CH3:5])([CH3:3])[CH3:2].C1(C)C=CC(S([CH2:46][N+:47]#[C-:48])(=O)=O)=CC=1.C(=O)([O-])[O-].[K+].[K+].O. (3) Given the product [CH:35]1([C@@H:28]([C:26]2[CH:25]=[CH:24][C:23]([I:38])=[C:22]([CH:27]=2)[O:21][C@H:20]([CH:39]2[CH2:40][N:41]([C:43]([O:45][C:46]([CH3:48])([CH3:47])[CH3:49])=[O:44])[CH2:42]2)[CH2:19][OH:18])[C@H:29]([CH3:34])[C:30]([O:32][CH3:33])=[O:31])[CH2:36][CH2:37]1, predict the reactants needed to synthesize it. The reactants are: [Si]([O:18][CH2:19][C@@H:20]([CH:39]1[CH2:42][N:41]([C:43]([O:45][C:46]([CH3:49])([CH3:48])[CH3:47])=[O:44])[CH2:40]1)[O:21][C:22]1[CH:27]=[C:26]([C@H:28]([CH:35]2[CH2:37][CH2:36]2)[C@H:29]([CH3:34])[C:30]([O:32][CH3:33])=[O:31])[CH:25]=[CH:24][C:23]=1[I:38])(C(C)(C)C)(C1C=CC=CC=1)C1C=CC=CC=1.CCCC[N+](CCCC)(CCCC)CCCC.[F-]. (4) Given the product [Br:1][C:2]1[CH:3]=[N:4][C:5]2[N:6]([N:8]=[C:9]([C:11]([N:16]3[CH2:17][CH2:18][C:19]4[C:24](=[CH:23][C:22]([C:25]5[CH:30]=[N:29][CH:28]=[N:27][CH:26]=5)=[CH:21][CH:20]=4)[CH:15]3[CH3:14])=[O:13])[CH:10]=2)[CH:7]=1, predict the reactants needed to synthesize it. The reactants are: [Br:1][C:2]1[CH:3]=[N:4][C:5]2[N:6]([N:8]=[C:9]([C:11]([OH:13])=O)[CH:10]=2)[CH:7]=1.[CH3:14][CH:15]1[C:24]2[C:19](=[CH:20][CH:21]=[C:22]([C:25]3[CH:26]=[N:27][CH:28]=[N:29][CH:30]=3)[CH:23]=2)[CH2:18][CH2:17][NH:16]1. (5) Given the product [F:20][C:21]([F:30])([F:31])[C:22]1[CH:23]=[C:24]([CH:27]=[CH:28][CH:29]=1)[CH2:25][N:11]1[CH2:12][CH2:13][N:8]([C:6]([O:5][C:1]([CH3:4])([CH3:2])[CH3:3])=[O:7])[CH2:9][CH2:10]1, predict the reactants needed to synthesize it. The reactants are: [C:1]([O:5][C:6]([N:8]1[CH2:13][CH2:12][NH:11][CH2:10][CH2:9]1)=[O:7])([CH3:4])([CH3:3])[CH3:2].C([O-])([O-])=O.[K+].[K+].[F:20][C:21]([F:31])([F:30])[C:22]1[CH:23]=[C:24]([CH:27]=[CH:28][CH:29]=1)[CH2:25]Br.O. (6) Given the product [F:1][C:2]1[CH:3]=[CH:4][C:5]([OH:28])=[C:6]([C:8]2[CH:13]=[CH:12][CH:11]=[C:10]([S:14]([NH:17][C:18]3[CH:26]=[CH:25][C:21]([C:22]([O:24][CH:33]([CH2:34][O:35][CH2:36][CH3:37])[CH2:32][O:31][CH2:29][CH3:30])=[O:23])=[C:20]([OH:27])[CH:19]=3)(=[O:15])=[O:16])[CH:9]=2)[CH:7]=1, predict the reactants needed to synthesize it. The reactants are: [F:1][C:2]1[CH:3]=[CH:4][C:5]([OH:28])=[C:6]([C:8]2[CH:13]=[CH:12][CH:11]=[C:10]([S:14]([NH:17][C:18]3[CH:26]=[CH:25][C:21]([C:22]([OH:24])=[O:23])=[C:20]([OH:27])[CH:19]=3)(=[O:16])=[O:15])[CH:9]=2)[CH:7]=1.[CH2:29]([O:31][CH2:32][CH:33](O)[CH2:34][O:35][CH2:36][CH3:37])[CH3:30]. (7) Given the product [CH3:13][O:1][C:2]1[C:10]([CH:11]=[O:12])=[CH:9][CH:8]=[C:7]2[C:3]=1[CH2:4][CH2:5][CH2:6]2, predict the reactants needed to synthesize it. The reactants are: [OH:1][C:2]1[C:10]([CH:11]=[O:12])=[CH:9][CH:8]=[C:7]2[C:3]=1[CH2:4][CH2:5][CH2:6]2.[C:13](=O)([O-])[O-].[K+].[K+].CI.O.